From a dataset of Experimental lipophilicity measurements (octanol/water distribution) for 4,200 compounds from AstraZeneca. Regression/Classification. Given a drug SMILES string, predict its absorption, distribution, metabolism, or excretion properties. Task type varies by dataset: regression for continuous measurements (e.g., permeability, clearance, half-life) or binary classification for categorical outcomes (e.g., BBB penetration, CYP inhibition). For this dataset (lipophilicity_astrazeneca), we predict Y. The molecule is Cc1ccc(CO)cc1N(C)c1ccnc(Nc2cc(N3CCOCC3)cc(S(C)(=O)=O)c2)n1. The Y is 2.90 logD.